This data is from Catalyst prediction with 721,799 reactions and 888 catalyst types from USPTO. The task is: Predict which catalyst facilitates the given reaction. (1) Reactant: [Cl-].[Al+3].[Cl-].[Cl-].[C:5](Cl)(=[O:12])[CH2:6][CH2:7][CH2:8][CH2:9][CH2:10][CH3:11].[CH3:14][O:15][C:16]1[C:25]([O:26][CH3:27])=[CH:24][C:23]2[C:18](=[CH:19][CH:20]=[CH:21][CH:22]=2)[CH:17]=1. Product: [CH3:27][O:26][C:25]1[CH:24]=[C:23]2[C:18](=[CH:17][C:16]=1[O:15][CH3:14])[CH:19]=[C:20]([C:5](=[O:12])[CH2:6][CH2:7][CH2:8][CH2:9][CH2:10][CH3:11])[CH:21]=[CH:22]2. The catalyst class is: 2. (2) Reactant: C(OC(=O)[NH:7][C@H:8]([C:10]1[CH:15]=[CH:14][CH:13]=[C:12]([N:16]2[CH2:21][CH2:20][N:19]([CH3:22])[CH2:18][CH2:17]2)[CH:11]=1)[CH3:9])(C)(C)C.Cl. Product: [CH3:22][N:19]1[CH2:20][CH2:21][N:16]([C:12]2[CH:11]=[C:10]([C@@H:8]([NH2:7])[CH3:9])[CH:15]=[CH:14][CH:13]=2)[CH2:17][CH2:18]1. The catalyst class is: 12. (3) Reactant: [C:1]([O:5][C:6]([N:8]([C:21]([O:23][C:24]([CH3:27])([CH3:26])[CH3:25])=[O:22])[C:9]1[CH:10]=[C:11]([F:20])[C:12]([C:15]([O:17]CC)=[O:16])=[N:13][CH:14]=1)=[O:7])([CH3:4])([CH3:3])[CH3:2].O.[Li+].[OH-].C(O)(=O)CC(CC(O)=O)(C(O)=O)O. Product: [C:24]([O:23][C:21]([N:8]([C:6]([O:5][C:1]([CH3:4])([CH3:3])[CH3:2])=[O:7])[C:9]1[CH:10]=[C:11]([F:20])[C:12]([C:15]([OH:17])=[O:16])=[N:13][CH:14]=1)=[O:22])([CH3:27])([CH3:26])[CH3:25]. The catalyst class is: 1. (4) Reactant: [H-].[Na+].[CH3:3][O:4][C@H:5]1[CH2:9][N:8]([C:10]([O:12][C:13]([CH3:16])([CH3:15])[CH3:14])=[O:11])[C@@H:7]([C:17](=[O:32])[NH:18][C:19]2[CH:24]=[CH:23][C:22]([N:25]3[CH2:30][CH2:29][O:28][CH2:27][C:26]3=[O:31])=[CH:21][CH:20]=2)[CH2:6]1.Br[CH2:34][C:35]([O:37][CH3:38])=[O:36]. Product: [CH3:3][O:4][C@H:5]1[CH2:9][N:8]([C:10]([O:12][C:13]([CH3:16])([CH3:14])[CH3:15])=[O:11])[C@@H:7]([C:17](=[O:32])[N:18]([CH2:34][C:35]([O:37][CH3:38])=[O:36])[C:19]2[CH:24]=[CH:23][C:22]([N:25]3[CH2:30][CH2:29][O:28][CH2:27][C:26]3=[O:31])=[CH:21][CH:20]=2)[CH2:6]1. The catalyst class is: 9.